Dataset: Peptide-MHC class I binding affinity with 185,985 pairs from IEDB/IMGT. Task: Regression. Given a peptide amino acid sequence and an MHC pseudo amino acid sequence, predict their binding affinity value. This is MHC class I binding data. The peptide sequence is YTYSGLFCV. The MHC is HLA-A02:02 with pseudo-sequence HLA-A02:02. The binding affinity (normalized) is 0.934.